From a dataset of Reaction yield outcomes from USPTO patents with 853,638 reactions. Predict the reaction yield, written as a fraction of the theoretical maximum amount of product (1.0 means a 100% yield; for example, 0.34 means a 34% yield). The reactants are [I:1][C:2]1[C:3](=[O:20])[C:4]2[CH:9]=[CH:8][N:7]([CH3:10])[C:6](=[O:11])[C:5]=2[O:12][C:13]=1[C:14]1[CH:19]=[CH:18][CH:17]=[CH:16][CH:15]=1.IC1C(=O)C2C=CN[C:26](=[O:30])C=2OC=1C1C=CC=CC=1.BrCCO. No catalyst specified. The product is [OH:30][CH2:26][CH2:10][N:7]1[CH:8]=[CH:9][C:4]2[C:3](=[O:20])[C:2]([I:1])=[C:13]([C:14]3[CH:15]=[CH:16][CH:17]=[CH:18][CH:19]=3)[O:12][C:5]=2[C:6]1=[O:11]. The yield is 0.810.